Dataset: Reaction yield outcomes from USPTO patents with 853,638 reactions. Task: Predict the reaction yield, written as a fraction of the theoretical maximum amount of product (1.0 means a 100% yield; for example, 0.34 means a 34% yield). The reactants are CN(C(ON1N=NC2C=CC=NC1=2)=[N+](C)C)C.F[P-](F)(F)(F)(F)F.[O:25]1[CH2:30][CH2:29][N:28]([CH2:31][C:32]([OH:34])=O)[CH2:27][CH2:26]1.Cl.[NH2:36][C@@H:37]([C@H:42]([OH:44])[CH3:43])[C:38]([O:40][CH3:41])=[O:39].CN1CCOCC1. The catalyst is ClCCl. The product is [OH:44][C@H:42]([CH3:43])[C@H:37]([NH:36][C:32](=[O:34])[CH2:31][N:28]1[CH2:27][CH2:26][O:25][CH2:30][CH2:29]1)[C:38]([O:40][CH3:41])=[O:39]. The yield is 0.480.